This data is from Forward reaction prediction with 1.9M reactions from USPTO patents (1976-2016). The task is: Predict the product of the given reaction. (1) Given the reactants [NH2:1][C:2]([CH2:21]O)([CH2:5][CH2:6][C:7]1[CH:12]=[CH:11][C:10]([CH2:13][CH2:14][CH2:15][CH2:16][CH2:17][CH2:18][CH2:19][CH3:20])=[CH:9][CH:8]=1)[CH2:3][OH:4].C([N-]C(C)C)(C)C.[Li+].C([Li])CCC.[F:36][CH:37]([P:39](=[O:46])([O:43]CC)[O:40]CC)[F:38].CP(=O)(OC)OC, predict the reaction product. The product is: [F:36][C:37]([P:39](=[O:40])([OH:46])[OH:43])([F:38])[CH2:21][C:2]([NH2:1])([CH2:3][OH:4])[CH2:5][CH2:6][C:7]1[CH:12]=[CH:11][C:10]([CH2:13][CH2:14][CH2:15][CH2:16][CH2:17][CH2:18][CH2:19][CH3:20])=[CH:9][CH:8]=1. (2) Given the reactants [CH2:1]([P:7](=[O:10])([OH:9])[OH:8])[CH2:2][P:3](=[O:6])([OH:5])[OH:4].[CH2:11]([OH:14])[CH2:12][OH:13], predict the reaction product. The product is: [CH2:1]([P:7](=[O:8])([OH:10])[OH:9])[CH2:2][P:3](=[O:4])([OH:6])[OH:5].[CH2:11]([OH:14])[CH2:12][OH:13]. (3) The product is: [Cl:15][C:9]1[CH:10]=[CH:11][CH:12]=[C:13]2[C:8]=1[O:7][C:6](=[O:16])[C:5]([C:3]1[N:29]=[C:27]([NH:26][C:20]3[CH:21]=[C:22]([CH3:25])[CH:23]=[CH:24][C:19]=3[O:18][CH3:17])[S:28][CH:2]=1)=[CH:14]2. Given the reactants Br[CH2:2][C:3]([C:5]1[C:6](=[O:16])[O:7][C:8]2[C:13]([CH:14]=1)=[CH:12][CH:11]=[CH:10][C:9]=2[Cl:15])=O.[CH3:17][O:18][C:19]1[CH:24]=[CH:23][C:22]([CH3:25])=[CH:21][C:20]=1[NH:26][C:27]([NH2:29])=[S:28], predict the reaction product. (4) Given the reactants [CH2:1](N(CC)CC)[CH3:2].N1[CH:13]=[CH:12][CH:11]=CC=1.Cl[CH2:15]Cl.[C:17](#[N:19])[CH3:18], predict the reaction product. The product is: [CH:17]([N:19]([CH:12]([CH3:11])[CH3:13])[CH2:1][CH3:2])([CH3:15])[CH3:18]. (5) Given the reactants C(N(CC)CC)C.ClC(OCC(C)C)=O.[CH3:16][O:17][C:18](=[O:29])[C:19]1[CH:27]=[C:26]([F:28])[CH:25]=[C:21]([C:22](O)=[O:23])[CH:20]=1.[BH4-].[Na+], predict the reaction product. The product is: [CH3:16][O:17][C:18](=[O:29])[C:19]1[CH:20]=[C:21]([CH2:22][OH:23])[CH:25]=[C:26]([F:28])[CH:27]=1. (6) The product is: [C:26]([N:30]1[CH2:35][CH2:34][CH:33]([O:36][C:37]2[CH:42]=[CH:41][C:40]([N:43]3[CH:47]=[C:46]([C:48]#[N:50])[N:45]=[N:44]3)=[CH:39][CH:38]=2)[CH2:32][CH2:31]1)([CH3:29])([CH3:27])[CH3:28]. Given the reactants C1(N2CCC(OC3C=CC(N4C=C(C(N)=O)N=N4)=CC=3)CC2)CCC1.[C:26]([N:30]1[CH2:35][CH2:34][CH:33]([O:36][C:37]2[CH:42]=[CH:41][C:40]([N:43]3[CH:47]=[C:46]([C:48]([NH2:50])=O)[N:45]=[N:44]3)=[CH:39][CH:38]=2)[CH2:32][CH2:31]1)([CH3:29])([CH3:28])[CH3:27], predict the reaction product.